This data is from Reaction yield outcomes from USPTO patents with 853,638 reactions. The task is: Predict the reaction yield, written as a fraction of the theoretical maximum amount of product (1.0 means a 100% yield; for example, 0.34 means a 34% yield). (1) The product is [CH2:1]([O:3][C:4]([C:6]1[S:10][C:9]([NH:11][O:23][C:21]([O:20][C:16]([CH3:19])([CH3:18])[CH3:17])=[O:22])=[N:8][C:7]=1[C:12]([F:14])([F:15])[F:13])=[O:5])[CH3:2]. The yield is 0.920. The catalyst is CN(C)C1C=CN=CC=1.ClCCl. The reactants are [CH2:1]([O:3][C:4]([C:6]1[S:10][C:9]([NH2:11])=[N:8][C:7]=1[C:12]([F:15])([F:14])[F:13])=[O:5])[CH3:2].[C:16]([O:20][C:21]([O:23]C(OC(C)(C)C)=O)=[O:22])([CH3:19])([CH3:18])[CH3:17]. (2) The reactants are [O:1]=[C:2]1[NH:7][C:6]2[CH:8]=[C:9]([CH2:12][N:13]3[CH2:18][CH2:17][N:16]([C:19]4[CH:27]=[CH:26][C:22]([C:23](O)=[O:24])=[CH:21][N:20]=4)[CH2:15][CH2:14]3)[CH:10]=[N:11][C:5]=2[N:4]2[CH2:28][CH2:29][CH2:30][CH2:31][C@@H:3]12.[CH2:32]([N:34](C(C)C)C(C)C)[CH3:33].Cl.C(N)C. The catalyst is CN(C=O)C. The product is [CH2:32]([NH:34][C:23](=[O:24])[C:22]1[CH:26]=[CH:27][C:19]([N:16]2[CH2:15][CH2:14][N:13]([CH2:12][C:9]3[CH:10]=[N:11][C:5]4[N:4]5[CH2:28][CH2:29][CH2:30][CH2:31][C@H:3]5[C:2](=[O:1])[NH:7][C:6]=4[CH:8]=3)[CH2:18][CH2:17]2)=[N:20][CH:21]=1)[CH3:33]. The yield is 0.340. (3) The reactants are [C:1]([O:7][CH2:8][CH3:9])(=[O:6])[CH2:2][C:3]([OH:5])=O.N1C=CC=CC=1C1C=CC=CN=1.[Li]CCCC.[CH3:27][C:28](C)([CH:32]=[CH2:33])[C:29](Cl)=O. The catalyst is C1COCC1.CCOCC. The product is [CH2:8]([O:7][C:1](=[O:6])[CH2:2][C:3](=[O:5])[C:28]([CH3:29])([CH3:27])[CH:32]=[CH2:33])[CH3:9]. The yield is 0.980. (4) The reactants are [CH2:1]([C:3]1[N:13]([C:14]2[CH:19]=[CH:18][C:17]([CH2:20][CH2:21][NH2:22])=[CH:16][CH:15]=2)[C:6]2=[N:7][C:8]([CH3:12])=[CH:9][C:10]([CH3:11])=[C:5]2[N:4]=1)[CH3:2].[C:23]1([CH3:35])[CH:28]=[CH:27][C:26]([S:29]([N:32]=[C:33]=[O:34])(=[O:31])=[O:30])=[CH:25][CH:24]=1. The catalyst is ClCCl. The product is [CH2:1]([C:3]1[N:13]([C:14]2[CH:15]=[CH:16][C:17]([CH2:20][CH2:21][NH:22][C:33]([NH:32][S:29]([C:26]3[CH:27]=[CH:28][C:23]([CH3:35])=[CH:24][CH:25]=3)(=[O:31])=[O:30])=[O:34])=[CH:18][CH:19]=2)[C:6]2=[N:7][C:8]([CH3:12])=[CH:9][C:10]([CH3:11])=[C:5]2[N:4]=1)[CH3:2]. The yield is 0.560. (5) The reactants are C(O[C:6](=O)[N:7]([C:9]1[CH:14]=[C:13]([CH3:15])[C:12]([CH2:16][CH2:17][S:18]([N:21]2[CH2:40][CH2:39][C:24]3([N:28]=[C:27]([CH:29]4[CH2:34][CH2:33][C:32](=[C:35]([CH3:37])[CH3:36])[CH2:31][CH2:30]4)[NH:26][C:25]3=[O:38])[CH2:23][CH2:22]2)(=[O:20])=[O:19])=[C:11]([CH3:41])[CH:10]=1)C)(C)(C)C.B(F)(F)F.CCOCC. The catalyst is ClCCl. The product is [CH3:15][C:13]1[CH:14]=[C:9]([NH:7][CH3:6])[CH:10]=[C:11]([CH3:41])[C:12]=1[CH2:16][CH2:17][S:18]([N:21]1[CH2:22][CH2:23][C:24]2([N:28]=[C:27]([CH:29]3[CH2:34][CH2:33][C:32](=[C:35]([CH3:37])[CH3:36])[CH2:31][CH2:30]3)[NH:26][C:25]2=[O:38])[CH2:39][CH2:40]1)(=[O:19])=[O:20]. The yield is 0.920. (6) The reactants are [F:1][C:2]([F:13])([F:12])[C:3]1[CH:4]=[C:5]([B:9]([OH:11])[OH:10])[CH:6]=[CH:7][CH:8]=1.[CH3:14][C:15]([CH2:19]O)([CH2:17]O)[CH3:16]. No catalyst specified. The product is [CH3:14][C:15]1([CH3:19])[CH2:17][O:10][B:9]([C:5]2[CH:6]=[CH:7][CH:8]=[C:3]([C:2]([F:1])([F:12])[F:13])[CH:4]=2)[O:11][CH2:16]1. The yield is 0.580. (7) The reactants are [F:1][C:2]1[CH:10]=[CH:9][C:8]([F:11])=[C:7]2[C:3]=1[CH2:4][N:5](S(C1C=CC(C)=CC=1)(=O)=O)[CH2:6]2.C1(O)C=CC=CC=1.Br. The catalyst is O.C(O)(=O)CC. The product is [F:1][C:2]1[CH:10]=[CH:9][C:8]([F:11])=[C:7]2[C:3]=1[CH2:4][NH:5][CH2:6]2. The yield is 0.500.